Task: Predict the reactants needed to synthesize the given product.. Dataset: Full USPTO retrosynthesis dataset with 1.9M reactions from patents (1976-2016) (1) The reactants are: [CH2:1]([O:3][C:4](=[O:31])[CH2:5][O:6][C:7]1[CH:12]=[C:11](Br)[C:10]([O:14][CH2:15][C:16]2[S:17][CH:18]=[C:19]([C:21]3[CH:26]=[CH:25][C:24]([N+:27]([O-:29])=[O:28])=[CH:23][CH:22]=3)[N:20]=2)=[CH:9][C:8]=1[CH3:30])[CH3:2].[CH3:32][O:33][C:34]1[CH:39]=[CH:38][C:37](B(O)O)=[CH:36][CH:35]=1.C(=O)([O-])[O-].[Na+].[Na+]. Given the product [CH2:1]([O:3][C:4](=[O:31])[CH2:5][O:6][C:7]1[CH:12]=[C:11]([C:37]2[CH:38]=[CH:39][C:34]([O:33][CH3:32])=[CH:35][CH:36]=2)[C:10]([O:14][CH2:15][C:16]2[S:17][CH:18]=[C:19]([C:21]3[CH:26]=[CH:25][C:24]([N+:27]([O-:29])=[O:28])=[CH:23][CH:22]=3)[N:20]=2)=[CH:9][C:8]=1[CH3:30])[CH3:2], predict the reactants needed to synthesize it. (2) The reactants are: [C:1]1(P(C2C=CC=CC=2)C2C=CC=CC=2)[CH:6]=CC=C[CH:2]=1.C[O:21][C:22](=[O:31])[C:23]1[CH:28]=[CH:27][C:26]([OH:29])=[C:25]([Cl:30])[CH:24]=1.C1C=CC(COC(/N=N/C(OCC2C=CC=CC=2)=O)=O)=CC=1.C(O)(C)C. Given the product [Cl:30][C:25]1[CH:24]=[C:23]([CH:28]=[CH:27][C:26]=1[O:29][CH:1]([CH3:6])[CH3:2])[C:22]([OH:21])=[O:31], predict the reactants needed to synthesize it. (3) Given the product [F:1][C:2]([F:7])([F:6])[C:3]([OH:5])=[O:4].[F:8][C:9]([F:14])([F:13])[C:10]([OH:12])=[O:11].[F:15][C:16]([F:21])([F:20])[C:17]([OH:19])=[O:18].[Cl:22][C:23]1[CH:24]=[N:25][C:26]2[NH:27][C:28]3[CH:29]=[N:30][CH:31]=[C:32]([CH:53]=3)[CH2:33][CH2:34][C:35]3[CH:43]=[C:39]([NH:40][C:41]=1[N:42]=2)[CH:38]=[CH:37][C:36]=3[O:44][CH2:45][CH2:46][CH:47]1[CH2:48][CH2:49][N:50]([C:57]([C:56]2[C:55]([Cl:54])=[N:63][CH:62]=[CH:61][CH:60]=2)=[O:58])[CH2:51][CH2:52]1, predict the reactants needed to synthesize it. The reactants are: [F:1][C:2]([F:7])([F:6])[C:3]([OH:5])=[O:4].[F:8][C:9]([F:14])([F:13])[C:10]([OH:12])=[O:11].[F:15][C:16]([F:21])([F:20])[C:17]([OH:19])=[O:18].[Cl:22][C:23]1[CH:24]=[N:25][C:26]2[NH:27][C:28]3[CH:29]=[N:30][CH:31]=[C:32]([CH:53]=3)[CH2:33][CH2:34][C:35]3[CH:43]=[C:39]([NH:40][C:41]=1[N:42]=2)[CH:38]=[CH:37][C:36]=3[O:44][CH2:45][CH2:46][CH:47]1[CH2:52][CH2:51][NH:50][CH2:49][CH2:48]1.[Cl:54][C:55]1[N:63]=[CH:62][CH:61]=[CH:60][C:56]=1[C:57](Cl)=[O:58]. (4) Given the product [CH2:32]([N:29]([CH2:30][CH3:31])[CH2:28][CH2:27][O:26][C:25]1[CH:24]=[CH:23][C:22]([CH2:21][N:8]2[C:9]3[CH:10]=[CH:11][C:3]([O:2][CH3:1])=[CH:4][C:5]=3[C:6]3[O:14][C:13]4[CH:15]=[CH:16][CH:17]=[CH:18][C:12]=4[C:7]2=3)=[CH:35][CH:34]=1)[CH3:33], predict the reactants needed to synthesize it. The reactants are: [CH3:1][O:2][C:3]1[CH:11]=[CH:10][C:9]2[NH:8][C:7]3[C:12]4[CH:18]=[CH:17][CH:16]=[CH:15][C:13]=4[O:14][C:6]=3[C:5]=2[CH:4]=1.Cl.Cl[CH2:21][C:22]1[CH:35]=[CH:34][C:25]([O:26][CH2:27][CH2:28][N:29]([CH2:32][CH3:33])[CH2:30][CH3:31])=[CH:24][CH:23]=1. (5) Given the product [CH2:1]([C@:8]12[CH2:19][CH2:18][C:17](=[O:20])[CH2:16][C@H:9]1[CH2:10][CH2:11][CH2:12][CH2:13][C:14]2=[O:15])[C:2]1[CH:3]=[CH:4][CH:5]=[CH:6][CH:7]=1.[CH2:1]([C@@:8]12[CH2:19][CH2:18][C:17](=[O:20])[CH2:16][C@@H:9]1[CH2:10][CH2:11][CH2:12][CH2:13][C:14]2=[O:15])[C:2]1[CH:3]=[CH:4][CH:5]=[CH:6][CH:7]=1, predict the reactants needed to synthesize it. The reactants are: [CH2:1]([C:8]12[CH2:19][CH2:18][C:17](=[O:20])[CH:16]=[C:9]1[CH2:10][CH2:11][CH2:12][CH2:13][C:14]2=[O:15])[C:2]1[CH:7]=[CH:6][CH:5]=[CH:4][CH:3]=1. (6) Given the product [N:27]([C:30]1[CH:31]=[C:32]([CH:53]=[CH:54][C:55]=1[CH3:56])[C:33]([NH:35][C:36]1[CH:41]=[C:40]([C:42]([CH3:45])([CH3:44])[CH3:43])[CH:39]=[CH:38][C:37]=1[O:51][CH3:52])=[O:34])=[N+:28]=[N-:29], predict the reactants needed to synthesize it. The reactants are: N(C1C=C(C=CC=1C)C(O)=O)=[N+]=[N-].C(C1C=CC(OC)=C(N)C=1)(C)(C)C.[N:27]([C:30]1[CH:31]=[C:32]([CH:53]=[CH:54][C:55]=1[CH3:56])[C:33]([NH:35][C:36]1[CH:41]=[C:40]([C:42]([CH3:45])([CH3:44])[CH3:43])[CH:39]=[C:38](NS(C)(=O)=O)[C:37]=1[O:51][CH3:52])=[O:34])=[N+:28]=[N-:29]. (7) Given the product [CH2:8]([O:15][C:16]([N:18]1[CH2:22][CH2:21][CH:20]2[N:23]([C:26](=[O:48])[CH:27]([CH:28]3[CH2:33][CH2:32][CH2:31][CH2:30][CH2:29]3)[NH:34][C:35](=[O:47])[CH:36]([NH:38][CH3:39])[CH3:37])[CH2:24][CH2:25][CH:19]12)=[O:17])[C:9]1[CH:14]=[CH:13][CH:12]=[CH:11][CH:10]=1, predict the reactants needed to synthesize it. The reactants are: C(O)(C(F)(F)F)=O.[CH2:8]([O:15][C:16]([N:18]1[CH2:22][CH2:21][CH:20]2[N:23]([C:26](=[O:48])[CH:27]([NH:34][C:35](=[O:47])[CH:36]([N:38](C(OC(C)(C)C)=O)[CH3:39])[CH3:37])[CH:28]3[CH2:33][CH2:32][CH2:31][CH2:30][CH2:29]3)[CH2:24][CH2:25][CH:19]12)=[O:17])[C:9]1[CH:14]=[CH:13][CH:12]=[CH:11][CH:10]=1. (8) Given the product [CH3:1][O:2][C:3]1[CH:14]=[CH:13][CH:6]2[C:7]([C:11]([C:19]3[CH:20]=[C:21]([O:25][CH3:26])[C:22]([O:23][CH3:24])=[C:17]([O:16][CH3:15])[CH:18]=3)=[O:12])=[C:8]([CH3:10])[O:9][CH:5]2[CH:4]=1, predict the reactants needed to synthesize it. The reactants are: [CH3:1][O:2][C:3]1[CH:14]=[CH:13][C:6]2[C:7]([CH:11]=[O:12])=[C:8]([CH3:10])[O:9][C:5]=2[CH:4]=1.[CH3:15][O:16][C:17]1[CH:18]=[C:19](Br)[CH:20]=[C:21]([O:25][CH3:26])[C:22]=1[O:23][CH3:24]. (9) Given the product [C:29]([C:27]1[CH:26]=[C:25]([NH:33][S:34]([CH3:37])(=[O:36])=[O:35])[C:24]([O:38][CH3:39])=[C:23]([NH:22][C:19]([C:17]2[S:16][C:15]3[C:10]([NH:9][C:7](=[O:8])[C:3]4[CH:4]=[CH:5][CH:6]=[N:1][CH:2]=4)=[CH:11][CH:12]=[CH:13][C:14]=3[CH:18]=2)=[O:21])[CH:28]=1)([CH3:32])([CH3:30])[CH3:31], predict the reactants needed to synthesize it. The reactants are: [N:1]1[CH:6]=[CH:5][CH:4]=[C:3]([C:7]([NH:9][C:10]2[C:15]3[S:16][C:17]([C:19]([OH:21])=O)=[CH:18][C:14]=3[CH:13]=[CH:12][CH:11]=2)=[O:8])[CH:2]=1.[NH2:22][C:23]1[C:24]([O:38][CH3:39])=[C:25]([NH:33][S:34]([CH3:37])(=[O:36])=[O:35])[CH:26]=[C:27]([C:29]([CH3:32])([CH3:31])[CH3:30])[CH:28]=1.CN(C(ON1N=NC2C=CC=NC1=2)=[N+](C)C)C.F[P-](F)(F)(F)(F)F.C1C=CC2N(O)N=NC=2C=1.C(NC(C)C)(C)C.